This data is from Forward reaction prediction with 1.9M reactions from USPTO patents (1976-2016). The task is: Predict the product of the given reaction. (1) Given the reactants [Cl:1][C:2]1[CH:8]=[CH:7][C:5]([NH2:6])=[CH:4][C:3]=1[C:9]1[CH:14]=[CH:13][CH:12]=[CH:11][N:10]=1.[OH:15][C@H:16]([CH3:30])[CH2:17][S:18]([C:21]1[CH:29]=[CH:28][C:24]([C:25](O)=[O:26])=[CH:23][CH:22]=1)(=[O:20])=[O:19], predict the reaction product. The product is: [Cl:1][C:2]1[CH:8]=[CH:7][C:5]([NH:6][C:25](=[O:26])[C:24]2[CH:23]=[CH:22][C:21]([S:18]([CH2:17][C@H:16]([OH:15])[CH3:30])(=[O:20])=[O:19])=[CH:29][CH:28]=2)=[CH:4][C:3]=1[C:9]1[CH:14]=[CH:13][CH:12]=[CH:11][N:10]=1. (2) The product is: [Cl:49][C:50]1[CH:51]=[C:52]([S:57]([N:37]([CH2:38][C:39]2[CH:40]=[CH:41][C:42]([C:43]([O:45][CH3:46])=[O:44])=[CH:47][CH:48]=2)[CH2:36][C:31]2[CH:10]=[N:11][CH:34]=[CH:33][CH:32]=2)(=[O:59])=[O:58])[CH:53]=[CH:54][C:55]=1[Cl:56]. Given the reactants COC(=O)C1C=CC([CH2:10][N:11](CC2C=CC=CC=2)S(C2C=CC(Cl)=CC=2)(=O)=O)=CC=1.N1C=[CH:34][CH:33]=[CH:32][C:31]=1[CH2:36][NH:37][CH2:38][C:39]1[CH:48]=[CH:47][C:42]([C:43]([O:45][CH3:46])=[O:44])=[CH:41][CH:40]=1.[Cl:49][C:50]1[CH:51]=[C:52]([S:57](Cl)(=[O:59])=[O:58])[CH:53]=[CH:54][C:55]=1[Cl:56], predict the reaction product. (3) Given the reactants Cl[C:2]1[N:7]=[CH:6][N:5]=[C:4]([O:8][C:9]2[CH:14]=[CH:13][CH:12]=[CH:11][C:10]=2/[C:15](=[CH:20]\[O:21][CH3:22])/[C:16]([O:18][CH3:19])=[O:17])[CH:3]=1.[OH:23][C:24]1[CH:31]=[CH:30][CH:29]=[CH:28][C:25]=1[C:26]#[N:27].C(=O)([O-])[O-].[K+].[K+], predict the reaction product. The product is: [CH3:22][O:21]/[CH:20]=[C:15](/[C:16]([O:18][CH3:19])=[O:17])\[C:10]1[C:9]([O:8][C:4]2[CH:3]=[C:2]([O:23][C:24]3[C:25]([C:26]#[N:27])=[CH:28][CH:29]=[CH:30][CH:31]=3)[N:7]=[CH:6][N:5]=2)=[CH:14][CH:13]=[CH:12][CH:11]=1. (4) Given the reactants [Cl:1][CH:2]([CH2:6][CH3:7])[C:3](Cl)=[O:4].[NH2:8][C:9]1[CH:13]=[CH:12][S:11][C:10]=1[C:14]([NH:16][C:17]1[CH:22]=[CH:21][CH:20]=[C:19]([O:23][CH3:24])[CH:18]=1)=[O:15], predict the reaction product. The product is: [Cl:1][CH:2]([CH2:6][CH3:7])[C:3]([NH:8][C:9]1[CH:13]=[CH:12][S:11][C:10]=1[C:14]([NH:16][C:17]1[CH:22]=[CH:21][CH:20]=[C:19]([O:23][CH3:24])[CH:18]=1)=[O:15])=[O:4].